From a dataset of Reaction yield outcomes from USPTO patents with 853,638 reactions. Predict the reaction yield, written as a fraction of the theoretical maximum amount of product (1.0 means a 100% yield; for example, 0.34 means a 34% yield). (1) The reactants are Br[C:2]1[CH:3]=[C:4]([F:18])[C:5]([F:17])=[C:6]([CH:16]=1)[O:7][CH2:8][CH2:9][CH2:10][C:11]([O:13][CH2:14][CH3:15])=[O:12].[Cu][C:20]#[N:21]. The catalyst is CN(C=O)C. The product is [C:20]([C:2]1[CH:3]=[C:4]([F:18])[C:5]([F:17])=[C:6]([CH:16]=1)[O:7][CH2:8][CH2:9][CH2:10][C:11]([O:13][CH2:14][CH3:15])=[O:12])#[N:21]. The yield is 0.950. (2) The reactants are [CH:1]1([N:7]2[CH2:13][C@@H:12]([NH:14][C:15](=[O:20])[C:16]([F:19])([F:18])[F:17])[C:11](=[O:21])[NH:10][C:9]3[CH:22]=[CH:23][CH:24]=[CH:25][C:8]2=3)[CH2:6][CH2:5][CH2:4][CH2:3][CH2:2]1.C(=O)([O-])[O-].[K+].[K+].Br[CH2:33][C:34](=[O:39])[C:35]([CH3:38])([CH3:37])[CH3:36].O. The catalyst is C1(C)C=CC=CC=1.[Br-].C([N+](CCCC)(CCCC)CCCC)CCC. The product is [CH:1]1([N:7]2[CH2:13][C@@H:12]([NH:14][C:15](=[O:20])[C:16]([F:17])([F:18])[F:19])[C:11](=[O:21])[N:10]([CH2:33][C:34](=[O:39])[C:35]([CH3:38])([CH3:37])[CH3:36])[C:9]3[CH:22]=[CH:23][CH:24]=[CH:25][C:8]2=3)[CH2:2][CH2:3][CH2:4][CH2:5][CH2:6]1. The yield is 0.610. (3) The reactants are [CH2:1]([SH:4])[CH2:2][CH3:3].[CH:5]12[CH2:14][CH:9]3[CH2:10][CH:11]([CH2:13][CH:7]([CH2:8]3)[CH:6]1[NH:15][C:16]([C:18]1[C:19](Cl)=[N:20][C:21]([Cl:24])=[CH:22][CH:23]=1)=[O:17])[CH2:12]2.C(=O)([O-])[O-].[Na+].[Na+]. The catalyst is CN(C=O)C.CCOC(C)=O. The product is [CH:5]12[CH2:12][CH:11]3[CH2:10][CH:9]([CH2:8][CH:7]([CH2:13]3)[CH:6]1[NH:15][C:16]([C:18]1[C:19]([S:4][CH2:1][CH2:2][CH3:3])=[N:20][C:21]([Cl:24])=[CH:22][CH:23]=1)=[O:17])[CH2:14]2. The yield is 0.840. (4) The reactants are [I-].[K+].Br[CH:4]([C:6]1[CH:7]=[C:8]([C:23]([O:25][CH3:26])=[O:24])[CH:9]=[C:10]2[C:15]=1[O:14][C:13]([N:16]1[CH2:21][CH2:20][O:19][CH2:18][CH2:17]1)=[CH:12][C:11]2=[O:22])[CH3:5].[F:27][C:28]1[CH:29]=[C:30]([CH:33]=[C:34]([F:36])[CH:35]=1)[NH:31][CH3:32]. The catalyst is C(Cl)(Cl)Cl.CO. The product is [F:27][C:28]1[CH:29]=[C:30]([N:31]([CH3:32])[CH:4]([C:6]2[CH:7]=[C:8]([C:23]([O:25][CH3:26])=[O:24])[CH:9]=[C:10]3[C:15]=2[O:14][C:13]([N:16]2[CH2:21][CH2:20][O:19][CH2:18][CH2:17]2)=[CH:12][C:11]3=[O:22])[CH3:5])[CH:33]=[C:34]([F:36])[CH:35]=1. The yield is 0.810. (5) The reactants are Cl.Cl[CH2:3][CH2:4][N:5]1[CH2:10][CH2:9][O:8][CH2:7][CH2:6]1.[N+:11]([C:14]1[CH:15]=[N:16][NH:17][CH:18]=1)([O-:13])=[O:12].[OH-].[K+]. The catalyst is CCO. The product is [N+:11]([C:14]1[CH:15]=[N:16][N:17]([CH2:3][CH2:4][N:5]2[CH2:10][CH2:9][O:8][CH2:7][CH2:6]2)[CH:18]=1)([O-:13])=[O:12]. The yield is 0.490. (6) The reactants are Cl[C:2]1[C:3]2[N:4]([C:8]([C:18]3[CH:23]=[CH:22][N:21]=[C:20]([NH:24][CH:25]4[CH2:29][CH2:28][CH2:27][CH2:26]4)[N:19]=3)=[C:9]([C:11]3[CH:16]=[CH:15][C:14]([F:17])=[CH:13][CH:12]=3)[N:10]=2)[CH:5]=[CH:6][CH:7]=1.C1(P(C2C=CC=CC=2)C2C=CC3C(=CC=CC=3)C=2C2C3C(=CC=CC=3)C=CC=2P(C2C=CC=CC=2)C2C=CC=CC=2)C=CC=CC=1.C(=O)([O-])[O-].[Cs+].[Cs+].C(OCC)(=O)C.[CH:88]1([NH2:93])[CH2:92][CH2:91][CH2:90][CH2:89]1. The catalyst is C([O-])(=O)C.[Pd+2].C([O-])(=O)C.O. The product is [CH:88]1([NH:93][C:2]2[C:3]3[N:4]([C:8]([C:18]4[CH:23]=[CH:22][N:21]=[C:20]([NH:24][CH:25]5[CH2:29][CH2:28][CH2:27][CH2:26]5)[N:19]=4)=[C:9]([C:11]4[CH:16]=[CH:15][C:14]([F:17])=[CH:13][CH:12]=4)[N:10]=3)[CH:5]=[CH:6][CH:7]=2)[CH2:92][CH2:91][CH2:90][CH2:89]1. The yield is 0.550. (7) The reactants are [Br:1][C:2]1[CH:7]=[CH:6][C:5](B(O)O)=[CH:4][CH:3]=1.[C:11]([NH:14][C:15]1[CH:19]=[CH:18][NH:17][C:16]=1[C:20]([O:22][CH2:23][CH3:24])=[O:21])(=[O:13])[CH3:12].N1C=CC=CC=1. The catalyst is C(Cl)Cl.C([O-])(=O)C.[Cu+2].C([O-])(=O)C. The product is [C:11]([NH:14][C:15]1[CH:19]=[CH:18][N:17]([C:5]2[CH:6]=[CH:7][C:2]([Br:1])=[CH:3][CH:4]=2)[C:16]=1[C:20]([O:22][CH2:23][CH3:24])=[O:21])(=[O:13])[CH3:12]. The yield is 0.770. (8) The reactants are C(O[CH:4](OCC)[CH2:5][S:6][C:7]1[CH:12]=[CH:11][CH:10]=[C:9]([O:13][CH3:14])[CH:8]=1)C.FB(F)F.C(=O)(O)[O-].[Na+]. The catalyst is ClCCl. The product is [CH3:14][O:13][C:9]1[C:8]2[CH:4]=[CH:5][S:6][C:7]=2[CH:12]=[CH:11][CH:10]=1.[CH3:14][O:13][C:9]1[CH:10]=[CH:11][C:12]2[CH:4]=[CH:5][S:6][C:7]=2[CH:8]=1. The yield is 0.160. (9) The reactants are [C:1]([NH:9][CH:10]([CH3:19])[C:11](=[O:18])[CH2:12][C:13]([O:15][CH2:16][CH3:17])=[O:14])(=O)[C:2]1[CH:7]=[CH:6][CH:5]=[CH:4][CH:3]=1.O=P(Cl)(Cl)Cl.C([O-])(O)=O.[Na+]. The catalyst is CN(C=O)C. The product is [CH3:19][C:10]1[N:9]=[C:1]([C:2]2[CH:7]=[CH:6][CH:5]=[CH:4][CH:3]=2)[O:18][C:11]=1[CH2:12][C:13]([O:15][CH2:16][CH3:17])=[O:14]. The yield is 0.480. (10) The reactants are [NH2:1][C:2]1[CH:7]=[CH:6][CH:5]=[CH:4][CH:3]=1.[O-:8][C:9]#[N:10].[K+]. The catalyst is C(O)(=O)C.O. The product is [C:2]1([NH:1][C:9]([NH2:10])=[O:8])[CH:7]=[CH:6][CH:5]=[CH:4][CH:3]=1. The yield is 0.500.